Dataset: TCR-epitope binding with 47,182 pairs between 192 epitopes and 23,139 TCRs. Task: Binary Classification. Given a T-cell receptor sequence (or CDR3 region) and an epitope sequence, predict whether binding occurs between them. (1) The epitope is NLVPMVATV. The TCR CDR3 sequence is CASRPGWASHYNEQFF. Result: 1 (the TCR binds to the epitope). (2) The epitope is TLIGDCATV. The TCR CDR3 sequence is CASSSHDTGGYNSPLHF. Result: 0 (the TCR does not bind to the epitope). (3) The epitope is TLVPQEHYV. The TCR CDR3 sequence is CSAREKGSQETQYF. Result: 0 (the TCR does not bind to the epitope). (4) The epitope is YLDAYNMMI. The TCR CDR3 sequence is CASSSYGTRGTDTQYF. Result: 1 (the TCR binds to the epitope). (5) The epitope is TLIGDCATV. The TCR CDR3 sequence is CASSEAPGLAGDSSYNEQFF. Result: 1 (the TCR binds to the epitope). (6) The epitope is AVFDRKSDAK. The TCR CDR3 sequence is CASSTDRGPYEQYF. Result: 0 (the TCR does not bind to the epitope). (7) The epitope is ISDYDYYRY. The TCR CDR3 sequence is CASSIGPGLGQPQHF. Result: 0 (the TCR does not bind to the epitope). (8) The epitope is KRWIILGLNK. The TCR CDR3 sequence is CASSYGTGELFF. Result: 1 (the TCR binds to the epitope).